Task: Predict the reaction yield, written as a fraction of the theoretical maximum amount of product (1.0 means a 100% yield; for example, 0.34 means a 34% yield).. Dataset: Reaction yield outcomes from USPTO patents with 853,638 reactions (1) The reactants are [CH2:1]([O:3][C:4]1[CH:8]([CH3:9])[C:7](=[O:10])[N:6]([C:11]2[CH:16]=[CH:15][CH:14]=[CH:13][CH:12]=2)[N:5]=1)[CH3:2].[OH:17][NH:18]S(C1C=CC=CC=1S(C)(=O)=O)(=O)=O.C(=O)([O-])[O-].[K+].[K+].C(CN(CC(O)=O)CCN(CCN(CC(O)=O)CC(O)=O)CC(O)=O)(O)=O. The catalyst is C(O)C.O. The product is [CH2:1]([O:3][C:4]1[C:8]([NH:18][OH:17])([CH3:9])[C:7](=[O:10])[N:6]([C:11]2[CH:16]=[CH:15][CH:14]=[CH:13][CH:12]=2)[N:5]=1)[CH3:2]. The yield is 0.110. (2) The reactants are [F:1][C:2]1[CH:10]=[CH:9][C:8]([CH2:11][OH:12])=[CH:7][C:3]=1[C:4]([OH:6])=O.C(N(CC)CC)C.[C:20]([O:24][C:25]([N:27]1[CH2:32][CH2:31][NH:30][CH2:29][CH2:28]1)=[O:26])([CH3:23])([CH3:22])[CH3:21].CN(C(ON1N=NC2C=CC=CC1=2)=[N+](C)C)C.F[P-](F)(F)(F)(F)F. The catalyst is CN(C=O)C.O. The product is [C:20]([O:24][C:25]([N:27]1[CH2:32][CH2:31][N:30]([C:4](=[O:6])[C:3]2[CH:7]=[C:8]([CH2:11][OH:12])[CH:9]=[CH:10][C:2]=2[F:1])[CH2:29][CH2:28]1)=[O:26])([CH3:23])([CH3:21])[CH3:22]. The yield is 0.910. (3) The yield is 0.440. The reactants are [O:1]([C:8]1[CH:13]=[CH:12][C:11]([NH:14][C:15]2[C:24]3[C:19](=[CH:20][C:21](I)=[CH:22][CH:23]=3)[N:18]=[CH:17][CH:16]=2)=[CH:10][CH:9]=1)[C:2]1[CH:7]=[CH:6][CH:5]=[CH:4][CH:3]=1.C([Sn](CCCC)(CCCC)[C:31]1[N:32]=[C:33]([CH:36]=[O:37])[S:34][CH:35]=1)CCC. The catalyst is O1CCOCC1.Cl[Pd](Cl)([P](C1C=CC=CC=1)(C1C=CC=CC=1)C1C=CC=CC=1)[P](C1C=CC=CC=1)(C1C=CC=CC=1)C1C=CC=CC=1. The product is [O:1]([C:8]1[CH:13]=[CH:12][C:11]([NH:14][C:15]2[C:24]3[C:19](=[CH:20][C:21]([C:31]4[N:32]=[C:33]([CH:36]=[O:37])[S:34][CH:35]=4)=[CH:22][CH:23]=3)[N:18]=[CH:17][CH:16]=2)=[CH:10][CH:9]=1)[C:2]1[CH:7]=[CH:6][CH:5]=[CH:4][CH:3]=1. (4) The reactants are Br[C:2]1[CH:10]=[C:9]2[C:5]([C:6]([C:17]#[N:18])=[N:7][N:8]2[CH:11]2[CH2:16][CH2:15][CH2:14][CH2:13][O:12]2)=[CH:4][CH:3]=1.[CH2:19]([C:21]1[CH:26]=[C:25]([O:27][CH2:28][O:29][CH2:30][CH2:31][Si:32]([CH3:35])([CH3:34])[CH3:33])[C:24]([F:36])=[CH:23][C:22]=1B1OC(C)(C)C(C)(C)O1)[CH3:20].P([O-])([O-])([O-])=O.[K+].[K+].[K+]. The catalyst is O1CCOCC1.O.[Pd].C1(P(C2C=CC=CC=2)C2C=CC=CC=2)C=CC=CC=1.C1(P(C2C=CC=CC=2)C2C=CC=CC=2)C=CC=CC=1.C1(P(C2C=CC=CC=2)C2C=CC=CC=2)C=CC=CC=1.C1(P(C2C=CC=CC=2)C2C=CC=CC=2)C=CC=CC=1. The product is [CH2:19]([C:21]1[CH:26]=[C:25]([O:27][CH2:28][O:29][CH2:30][CH2:31][Si:32]([CH3:33])([CH3:35])[CH3:34])[C:24]([F:36])=[CH:23][C:22]=1[C:2]1[CH:10]=[C:9]2[C:5]([C:6]([C:17]#[N:18])=[N:7][N:8]2[CH:11]2[CH2:16][CH2:15][CH2:14][CH2:13][O:12]2)=[CH:4][CH:3]=1)[CH3:20]. The yield is 0.810. (5) The reactants are [NH2:1][C:2]1[CH:7]=[CH:6][N:5]=[CH:4][N:3]=1.[Cl:8][C:9]1[C:18]2[C:13](=[CH:14][C:15]([S:19](OC3C(F)=C(F)C(F)=C(F)C=3F)(=[O:21])=[O:20])=[CH:16][CH:17]=2)[N:12]=[CH:11][CH:10]=1.C[Si]([N-][Si](C)(C)C)(C)C.[Li+]. The catalyst is C1COCC1. The product is [Cl:8][C:9]1[C:18]2[C:13](=[CH:14][C:15]([S:19]([NH:1][C:2]3[CH:7]=[CH:6][N:5]=[CH:4][N:3]=3)(=[O:20])=[O:21])=[CH:16][CH:17]=2)[N:12]=[CH:11][CH:10]=1. The yield is 0.677.